Dataset: Reaction yield outcomes from USPTO patents with 853,638 reactions. Task: Predict the reaction yield, written as a fraction of the theoretical maximum amount of product (1.0 means a 100% yield; for example, 0.34 means a 34% yield). (1) The reactants are [Br:1][C:2]1[C:14](=[O:15])[N:13]([CH2:16][C:17]2[C:22]([F:23])=[CH:21][CH:20]=[CH:19][C:18]=2[CH:24]2[CH2:26][CH2:25]2)[C:5]2[N:6]=[C:7](S(C)=O)[N:8]=[CH:9][C:4]=2[CH:3]=1.[CH3:27][N:28]1[CH2:33][CH2:32][N:31]([C:34]2[CH:40]=[CH:39][C:37]([NH2:38])=[CH:36][CH:35]=2)[CH2:30][CH2:29]1. No catalyst specified. The product is [Br:1][C:2]1[C:14](=[O:15])[N:13]([CH2:16][C:17]2[C:22]([F:23])=[CH:21][CH:20]=[CH:19][C:18]=2[CH:24]2[CH2:26][CH2:25]2)[C:5]2[N:6]=[C:7]([NH:38][C:37]3[CH:36]=[CH:35][C:34]([N:31]4[CH2:30][CH2:29][N:28]([CH3:27])[CH2:33][CH2:32]4)=[CH:40][CH:39]=3)[N:8]=[CH:9][C:4]=2[CH:3]=1. The yield is 0.550. (2) The reactants are [Cl:1][C:2]1[CH:7]=[CH:6][CH:5]=[CH:4][C:3]=1[C:8]1([OH:14])[CH2:13][CH2:12][NH:11][CH2:10][CH2:9]1.N1C(C)=CC=CC=1C.[I-].[K+].Br[CH2:26][CH2:27][CH:28]=[C:29]1[C:35]2[CH:36]=[CH:37][CH:38]=[N:39][C:34]=2[CH2:33][O:32][C:31]2[CH:40]=[CH:41][C:42]([C:44]([OH:47])([CH3:46])[CH3:45])=[CH:43][C:30]1=2. The yield is 0.520. The product is [Cl:1][C:2]1[CH:7]=[CH:6][CH:5]=[CH:4][C:3]=1[C:8]1([OH:14])[CH2:9][CH2:10][N:11]([CH2:26][CH2:27][CH:28]=[C:29]2[C:35]3[CH:36]=[CH:37][CH:38]=[N:39][C:34]=3[CH2:33][O:32][C:31]3[CH:40]=[CH:41][C:42]([C:44]([OH:47])([CH3:46])[CH3:45])=[CH:43][C:30]2=3)[CH2:12][CH2:13]1. The catalyst is C(O)(C)C. (3) The reactants are [CH3:1][O:2][C:3]1[CH:11]=[C:10]([O:12][CH2:13][C:14]([CH2:55][O:56][CH2:57][CH2:58][CH2:59][CH2:60][CH2:61][CH2:62][CH2:63][CH2:64][CH2:65][CH2:66][CH2:67][CH2:68][CH2:69][CH2:70][CH2:71][CH2:72][CH2:73][CH3:74])([CH2:35][O:36][CH2:37][CH2:38][CH2:39][CH2:40][CH2:41][CH2:42][CH2:43][CH2:44][CH2:45][CH2:46][CH2:47][CH2:48][CH2:49][CH2:50][CH2:51][CH2:52][CH2:53][CH3:54])[CH2:15][O:16][CH2:17][CH2:18][CH2:19][CH2:20][CH2:21][CH2:22][CH2:23][CH2:24][CH2:25][CH2:26][CH2:27][CH2:28][CH2:29][CH2:30][CH2:31][CH2:32][CH2:33][CH3:34])[CH:9]=[CH:8][C:4]=1[CH:5]=[N:6]O.Cl. The catalyst is C1COCC1. The product is [CH3:1][O:2][C:3]1[CH:11]=[C:10]([O:12][CH2:13][C:14]([CH2:55][O:56][CH2:57][CH2:58][CH2:59][CH2:60][CH2:61][CH2:62][CH2:63][CH2:64][CH2:65][CH2:66][CH2:67][CH2:68][CH2:69][CH2:70][CH2:71][CH2:72][CH2:73][CH3:74])([CH2:35][O:36][CH2:37][CH2:38][CH2:39][CH2:40][CH2:41][CH2:42][CH2:43][CH2:44][CH2:45][CH2:46][CH2:47][CH2:48][CH2:49][CH2:50][CH2:51][CH2:52][CH2:53][CH3:54])[CH2:15][O:16][CH2:17][CH2:18][CH2:19][CH2:20][CH2:21][CH2:22][CH2:23][CH2:24][CH2:25][CH2:26][CH2:27][CH2:28][CH2:29][CH2:30][CH2:31][CH2:32][CH2:33][CH3:34])[CH:9]=[CH:8][C:4]=1[CH2:5][NH2:6]. The yield is 0.850. (4) The reactants are C[O:2][C:3](=[O:37])[C:4]1[CH:9]=[CH:8][C:7]([O:10][C:11]2[CH:16]=[CH:15][C:14]([CH2:17][C@H:18]([NH2:36])[C:19]3[N:20]([CH2:32][CH2:33][CH2:34][CH3:35])[CH:21]=[C:22]([C:24]4[CH:29]=[CH:28][C:27]([Cl:30])=[CH:26][C:25]=4[Cl:31])[N:23]=3)=[CH:13][CH:12]=2)=[CH:6][CH:5]=1.[CH3:38][O:39][C:40]1[CH:41]=[C:42]([N:46]=[C:47]=[O:48])[CH:43]=[CH:44][CH:45]=1.NC(N)=O. No catalyst specified. The product is [CH2:32]([N:20]1[CH:21]=[C:22]([C:24]2[CH:29]=[CH:28][C:27]([Cl:30])=[CH:26][C:25]=2[Cl:31])[N:23]=[C:19]1[C@@H:18]([NH:36][C:47]([NH:46][C:42]1[CH:43]=[CH:44][CH:45]=[C:40]([O:39][CH3:38])[CH:41]=1)=[O:48])[CH2:17][C:14]1[CH:15]=[CH:16][C:11]([O:10][C:7]2[CH:8]=[CH:9][C:4]([C:3]([OH:37])=[O:2])=[CH:5][CH:6]=2)=[CH:12][CH:13]=1)[CH2:33][CH2:34][CH3:35]. The yield is 0.120.